Dataset: Retrosynthesis with 50K atom-mapped reactions and 10 reaction types from USPTO. Task: Predict the reactants needed to synthesize the given product. (1) Given the product O=CCOCCc1ccccc1, predict the reactants needed to synthesize it. The reactants are: OCCOCCc1ccccc1. (2) Given the product COC(=O)/C=C/c1ccc(-c2nc3c(C)nn(C4CCCCC4)c3c(=O)[nH]2)c(OC)c1, predict the reactants needed to synthesize it. The reactants are: C=CC(=O)OC.COc1cc(Br)ccc1-c1nc2c(C)nn(C3CCCCC3)c2c(=O)[nH]1. (3) Given the product CCOC(=O)C1CCOc2c1cc(Cl)c(Oc1ccc(C(=O)Nc3cccc(-c4ccc(Cl)cc4)n3)cc1)c2Br, predict the reactants needed to synthesize it. The reactants are: CCOC(=O)C1CCOc2c1cc(Cl)c(Oc1ccc(C(=O)O)cc1)c2Br.Nc1cccc(-c2ccc(Cl)cc2)n1.